From a dataset of Forward reaction prediction with 1.9M reactions from USPTO patents (1976-2016). Predict the product of the given reaction. The product is: [CH3:28][N:27]([CH2:29][C:30]1[CH:31]=[CH:32][C:33]([NH:34][C:2]2[C:11]3=[N:12][NH:13][CH:14]=[C:10]3[C:9]3[CH:8]=[CH:7][CH:6]=[C:5]([O:24][CH3:25])[C:4]=3[N:3]=2)=[CH:35][CH:36]=1)[CH3:26]. Given the reactants Cl[C:2]1[C:11]2=[N:12][N:13](CC3C=CC(OC)=CC=3)[CH:14]=[C:10]2[C:9]2[CH:8]=[CH:7][CH:6]=[C:5]([O:24][CH3:25])[C:4]=2[N:3]=1.[CH3:26][N:27]([CH2:29][C:30]1[CH:36]=[CH:35][C:33]([NH2:34])=[CH:32][CH:31]=1)[CH3:28].Cl, predict the reaction product.